From a dataset of Reaction yield outcomes from USPTO patents with 853,638 reactions. Predict the reaction yield, written as a fraction of the theoretical maximum amount of product (1.0 means a 100% yield; for example, 0.34 means a 34% yield). (1) The reactants are [C:1]([C:5]1[CH:10]=[CH:9][C:8]([OH:11])=[C:7]([Cl:12])[CH:6]=1)([CH3:4])([CH3:3])[CH3:2].CCN(CC)CC.Cl[C:21]([O:23][CH3:24])=[O:22]. The catalyst is ClCCl.CN(C1C=CN=CC=1)C. The product is [C:21](=[O:22])([O:23][CH3:24])[O:11][C:8]1[CH:9]=[CH:10][C:5]([C:1]([CH3:4])([CH3:2])[CH3:3])=[CH:6][C:7]=1[Cl:12]. The yield is 0.920. (2) The reactants are [NH2:1][C:2]1[C:3](=[O:17])[NH:4][C:5](=[S:16])[N:6]([C:9]2[CH:14]=[CH:13][C:12]([Cl:15])=[CH:11][CH:10]=2)[C:7]=1[NH2:8].[CH:18](O)=O. No catalyst specified. The product is [Cl:15][C:12]1[CH:11]=[CH:10][C:9]([N:6]2[C:7]3[N:8]=[CH:18][NH:1][C:2]=3[C:3](=[O:17])[NH:4][C:5]2=[S:16])=[CH:14][CH:13]=1. The yield is 0.550. (3) The reactants are [Cl:1][C:2]1[CH:3]=[C:4]([CH:9]([NH:11][C:12]2[CH:17]=[C:16]([N:18]3[CH2:23][CH2:22][NH:21][CH2:20][CH2:19]3)[CH:15]=[CH:14][C:13]=2[N+:24]([O-:26])=[O:25])[CH3:10])[CH:5]=[C:6]([Cl:8])[CH:7]=1.Cl. The catalyst is ClCCl.C(OCC)C. The product is [ClH:1].[Cl:1][C:2]1[CH:3]=[C:4]([CH:9]([NH:11][C:12]2[CH:17]=[C:16]([N:18]3[CH2:23][CH2:22][NH:21][CH2:20][CH2:19]3)[CH:15]=[CH:14][C:13]=2[N+:24]([O-:26])=[O:25])[CH3:10])[CH:5]=[C:6]([Cl:8])[CH:7]=1. The yield is 0.390. (4) The reactants are Cl.Cl.[CH3:3][C@H:4]1[CH2:8][CH2:7][CH2:6][N:5]1[C@H:9]1[CH2:13][CH2:12][NH:11][CH2:10]1.Cl[C:15]1[CH:16]=[CH:17][C:18]([N+:21]([O-:23])=[O:22])=[N:19][CH:20]=1.C(=O)([O-])[O-].[K+].[K+]. The catalyst is C(#N)C. The product is [CH3:3][C@H:4]1[CH2:8][CH2:7][CH2:6][N:5]1[C@H:9]1[CH2:13][CH2:12][N:11]([C:15]2[CH:20]=[N:19][C:18]([N+:21]([O-:23])=[O:22])=[CH:17][CH:16]=2)[CH2:10]1. The yield is 0.170. (5) The reactants are [CH3:1][C:2]1[O:6][N:5]=[C:4]([C:7]2[CH:12]=[CH:11][N:10]=[CH:9][N:8]=2)[C:3]=1[CH2:13][O:14][C:15]1[CH:23]=[CH:22][C:18]([C:19]([OH:21])=O)=[CH:17][N:16]=1.[NH:24]1[CH2:29][CH2:28][O:27][CH2:26][CH2:25]1. No catalyst specified. The product is [CH3:1][C:2]1[O:6][N:5]=[C:4]([C:7]2[CH:12]=[CH:11][N:10]=[CH:9][N:8]=2)[C:3]=1[CH2:13][O:14][C:15]1[N:16]=[CH:17][C:18]([C:19]([N:24]2[CH2:29][CH2:28][O:27][CH2:26][CH2:25]2)=[O:21])=[CH:22][CH:23]=1. The yield is 0.700.